From a dataset of Peptide-MHC class II binding affinity with 134,281 pairs from IEDB. Regression. Given a peptide amino acid sequence and an MHC pseudo amino acid sequence, predict their binding affinity value. This is MHC class II binding data. (1) The peptide sequence is RVHHQSSVPTRAAHA. The MHC is H-2-IAd with pseudo-sequence H-2-IAd. The binding affinity (normalized) is 0.684. (2) The peptide sequence is QQYTAALSPILFECL. The MHC is DRB5_0101 with pseudo-sequence DRB5_0101. The binding affinity (normalized) is 0.625. (3) The peptide sequence is ISNPAATHQDIDFLIEEIER. The MHC is HLA-DQA10301-DQB10302 with pseudo-sequence HLA-DQA10301-DQB10302. The binding affinity (normalized) is 0. (4) The peptide sequence is TFYFTNDVSFLAHLQ. The MHC is DRB1_0101 with pseudo-sequence DRB1_0101. The binding affinity (normalized) is 0.647.